From a dataset of Catalyst prediction with 721,799 reactions and 888 catalyst types from USPTO. Predict which catalyst facilitates the given reaction. (1) Reactant: [O:1]([C:8]1[CH:13]=[CH:12][C:11]([N:14]2[C:18](OS(C(F)(F)F)(=O)=O)=[CH:17][C:16]([C:27]([O:29][CH2:30][CH3:31])=[O:28])=[N:15]2)=[CH:10][CH:9]=1)[C:2]1[CH:7]=[CH:6][CH:5]=[CH:4][CH:3]=1.C([O-])([O-])=O.[K+].[K+].C(C1C(C2C=CC(OC3C=CC=CC=3)=CC=2)=CC([CH:60]2[CH2:65][CH2:64][N:63]([C:66]([O:68][C:69]([CH3:72])([CH3:71])[CH3:70])=[O:67])[CH2:62][CH2:61]2)=CC=1)(=O)N. Product: [C:69]([O:68][C:66]([N:63]1[CH2:64][CH2:65][C:60]([C:18]2[N:14]([C:11]3[CH:12]=[CH:13][C:8]([O:1][C:2]4[CH:7]=[CH:6][CH:5]=[CH:4][CH:3]=4)=[CH:9][CH:10]=3)[N:15]=[C:16]([C:27]([O:29][CH2:30][CH3:31])=[O:28])[CH:17]=2)=[CH:61][CH2:62]1)=[O:67])([CH3:72])([CH3:70])[CH3:71]. The catalyst class is: 117. (2) Reactant: C[O:2][CH2:3][CH2:4][C@H:5]([C:32]([F:35])([F:34])[F:33])[O:6][C:7]1[CH:12]=[CH:11][C:10]([NH:13][C:14]([CH:16]2[CH2:21][CH2:20][N:19]([S:22]([C:25]3[CH:30]=[CH:29][C:28]([CH3:31])=[CH:27][CH:26]=3)(=[O:24])=[O:23])[CH2:18][CH2:17]2)=[O:15])=[CH:9][CH:8]=1.B(Br)(Br)Br. Product: [OH:2][CH2:3][CH2:4][C@H:5]([C:32]([F:34])([F:35])[F:33])[O:6][C:7]1[CH:12]=[CH:11][C:10]([NH:13][C:14]([CH:16]2[CH2:21][CH2:20][N:19]([S:22]([C:25]3[CH:26]=[CH:27][C:28]([CH3:31])=[CH:29][CH:30]=3)(=[O:24])=[O:23])[CH2:18][CH2:17]2)=[O:15])=[CH:9][CH:8]=1. The catalyst class is: 2. (3) Reactant: C([O:8][C:9]1[CH:14]=[C:13]([C:15]([NH:17][CH2:18][CH3:19])=[O:16])[CH:12]=[CH:11][C:10]=1[N:20]1[C:24]([CH2:25][CH2:26][CH2:27][O:28]CC2C=CC=CC=2)=[C:23]([C:36]([NH:38][CH:39]2[CH2:41][CH2:40]2)=[O:37])[N:22]=[N:21]1)C1C=CC=CC=1. Product: [CH:39]1([NH:38][C:36]([C:23]2[N:22]=[N:21][N:20]([C:10]3[CH:11]=[CH:12][C:13]([C:15]([NH:17][CH2:18][CH3:19])=[O:16])=[CH:14][C:9]=3[OH:8])[C:24]=2[CH2:25][CH2:26][CH2:27][OH:28])=[O:37])[CH2:41][CH2:40]1. The catalyst class is: 261. (4) Reactant: [CH3:1][C:2]1[CH:10]=[C:9](C)[CH:8]=[C:7]([CH3:12])[C:3]=1[C:4](Cl)=[O:5].[OH:13]/[N:14]=[C:15](/[C:17]1[CH:25]=[CH:24][C:20]2[O:21][CH2:22][O:23][C:19]=2[CH:18]=1)\[NH2:16].C(Cl)Cl.CCOCC.[CH3:34][CH2:35][CH2:36]CC. Product: [CH3:12][C:7]1[CH:8]=[CH:9][C:10]2[C:2](=[CH:1][CH:34]=[CH:35][CH:36]=2)[C:3]=1[C:4]([O:13]/[N:14]=[C:15](/[C:17]1[CH:25]=[CH:24][C:20]2[O:21][CH2:22][O:23][C:19]=2[CH:18]=1)\[NH2:16])=[O:5]. The catalyst class is: 1. (5) Reactant: [C:1]1([C:7]2[CH:14]=[CH:13][C:10]([CH2:11][Cl:12])=[CH:9][CH:8]=2)C=CC=CC=1.[CH3:15][N:16]([CH3:18])[CH3:17]. Product: [Cl-:12].[CH3:1][C:7]1[CH:14]=[CH:13][C:10]([CH2:11][N+:16]([CH3:18])([CH3:17])[CH3:15])=[CH:9][CH:8]=1. The catalyst class is: 11. (6) Product: [C:37]([O:4][C@@H:3]1[C@@H:5]([CH2:7][OH:8])[O:6][C@@H:1]([N:9]2[CH:13]=[C:12]([C:14]#[C:15][CH2:16][NH:17][C:18](=[O:31])[CH2:19][CH2:20][CH2:21][CH2:22][CH2:23][NH:24][C:25](=[O:30])[C:26]([F:29])([F:28])[F:27])[CH:11]=[C:10]2[N+:32]([O-:34])=[O:33])[CH2:2]1)(=[O:36])[CH3:56]. Reactant: [C@@H:1]1([N:9]2[CH:13]=[C:12]([C:14]#[C:15][CH2:16][NH:17][C:18](=[O:31])[CH2:19][CH2:20][CH2:21][CH2:22][CH2:23][NH:24][C:25](=[O:30])[C:26]([F:29])([F:28])[F:27])[CH:11]=[C:10]2[N+:32]([O-:34])=[O:33])[O:6][C@H:5]([CH2:7][OH:8])[C@@H:3]([OH:4])[CH2:2]1.C[O:36][C:37]1C(OC)=C(C=C[CH:56]=1)C(Cl)(C1C=CC=CC=1)C1C=CC=CC=1.C(OCC)(=O)C.O.C(OC(=O)C)(=O)C. The catalyst class is: 300. (7) Reactant: [CH2:1]([N:8]([CH2:25][C@@H:26]([O:39][CH:40]([O:42][CH2:43][CH3:44])[CH3:41])[CH2:27]OS(C1C=CC(C)=CC=1)(=O)=O)[C@@H:9]([CH2:20][C:21]([O:23][CH3:24])=[O:22])[C:10]([O:12][CH2:13][C:14]1[CH:19]=[CH:18][CH:17]=[CH:16][CH:15]=1)=[O:11])[C:2]1[CH:7]=[CH:6][CH:5]=[CH:4][CH:3]=1.C1(C)C=CC=CC=1.C[Si](C)(C)[N-][Si](C)(C)C.[Li+]. Product: [CH2:1]([N:8]1[CH2:25][C@@H:26]([O:39][CH:40]([O:42][CH2:43][CH3:44])[CH3:41])[CH2:27][C@H:20]([C:21]([O:23][CH3:24])=[O:22])[C@H:9]1[C:10]([O:12][CH2:13][C:14]1[CH:19]=[CH:18][CH:17]=[CH:16][CH:15]=1)=[O:11])[C:2]1[CH:3]=[CH:4][CH:5]=[CH:6][CH:7]=1. The catalyst class is: 7. (8) Reactant: C1(C)C=CC(S(O[CH2:11][CH:12]2[CH2:16][CH2:15][O:14][CH2:13]2)(=O)=O)=CC=1.[I-].[K+].CN(C)C=O.[K].[C:26]1(=[O:36])[NH:30][C:29](=[O:31])[C:28]2=[CH:32][CH:33]=[CH:34][CH:35]=[C:27]12. Product: [O:14]1[CH2:15][CH2:16][CH:12]([CH2:11][N:30]2[C:26](=[O:36])[C:27]3[C:28](=[CH:32][CH:33]=[CH:34][CH:35]=3)[C:29]2=[O:31])[CH2:13]1. The catalyst class is: 6. (9) Reactant: C([O:4][C:5](=[O:62])[C@@H:6]([O:59][CH2:60][CH3:61])[CH2:7][C:8]1[CH:13]=[CH:12][C:11]([O:14][CH2:15][CH2:16][CH2:17][C:18]2[CH:23]=[CH:22][C:21]([C:24]3[CH:29]=[CH:28][C:27]([CH2:30][CH2:31][CH2:32][O:33][C:34]4[CH:39]=[CH:38][C:37]([CH2:40][C@H:41]([O:48][CH2:49][CH3:50])[C:42]([O:44]C(C)C)=[O:43])=[CH:36][CH:35]=4)=[CH:26][C:25]=3[C:51]([F:54])([F:53])[F:52])=[C:20]([C:55]([F:58])([F:57])[F:56])[CH:19]=2)=[CH:10][CH:9]=1)(C)C.[OH-].[Na+]. Product: [C:5]([C@@H:6]([O:59][CH2:60][CH3:61])[CH2:7][C:8]1[CH:9]=[CH:10][C:11]([O:14][CH2:15][CH2:16][CH2:17][C:18]2[CH:23]=[CH:22][C:21]([C:24]3[CH:29]=[CH:28][C:27]([CH2:30][CH2:31][CH2:32][O:33][C:34]4[CH:39]=[CH:38][C:37]([CH2:40][C@H:41]([O:48][CH2:49][CH3:50])[C:42]([OH:44])=[O:43])=[CH:36][CH:35]=4)=[CH:26][C:25]=3[C:51]([F:54])([F:53])[F:52])=[C:20]([C:55]([F:56])([F:58])[F:57])[CH:19]=2)=[CH:12][CH:13]=1)([OH:62])=[O:4]. The catalyst class is: 8.